Dataset: Reaction yield outcomes from USPTO patents with 853,638 reactions. Task: Predict the reaction yield, written as a fraction of the theoretical maximum amount of product (1.0 means a 100% yield; for example, 0.34 means a 34% yield). (1) The reactants are [H-].[Na+].[F:3][C:4]1[CH:9]=[CH:8][CH:7]=[CH:6][C:5]=1[CH2:10][C:11]([O:13][CH3:14])=[O:12].Cl[CH2:16][CH2:17][N:18]([CH2:26][CH2:27]Cl)[C:19](=[O:25])[O:20][C:21]([CH3:24])([CH3:23])[CH3:22]. The catalyst is CN(C)C=O. The product is [F:3][C:4]1[CH:9]=[CH:8][CH:7]=[CH:6][C:5]=1[C:10]1([C:11]([O:13][CH3:14])=[O:12])[CH2:27][CH2:26][N:18]([C:19]([O:20][C:21]([CH3:23])([CH3:22])[CH3:24])=[O:25])[CH2:17][CH2:16]1. The yield is 0.170. (2) The reactants are C[O:2][C:3](=[O:15])[CH2:4][C:5]1[CH:10]=[CH:9][C:8]([S:11][CH2:12][O:13][CH3:14])=[CH:7][CH:6]=1.O1CCCC1.[OH-].[Li+]. The catalyst is CO.O. The product is [CH3:14][O:13][CH2:12][S:11][C:8]1[CH:9]=[CH:10][C:5]([CH2:4][C:3]([OH:15])=[O:2])=[CH:6][CH:7]=1. The yield is 1.00. (3) The reactants are Br[CH:2]([CH2:6][CH2:7][CH2:8][CH3:9])[C:3]([OH:5])=[O:4].[CH2:10]1[O:18][C:17]2[CH:16]=[CH:15][C:14]([OH:19])=[CH:13][C:12]=2[O:11]1.[NH2:20][C:21]1[S:22][CH:23]=[CH:24][N:25]=1. The catalyst is C1COCC1. The product is [CH2:10]1[O:18][C:17]2[CH:16]=[CH:15][C:14]([O:19][CH:2]([CH2:6][CH2:7][CH2:8][CH3:9])[C:3]([OH:5])=[O:4])=[CH:13][C:12]=2[O:11]1.[O:18]1[C:17]2[CH:16]=[CH:15][C:14]([O:19][CH:2]([CH2:6][CH2:7][CH2:8][CH3:9])[C:3]([NH:20][C:21]3[S:22][CH:23]=[CH:24][N:25]=3)=[O:5])=[CH:13][C:12]=2[O:11][CH2:10]1. The yield is 0.830. (4) The reactants are Br[C:2]1[CH:3]=[C:4]2[C:9](=[CH:10][CH:11]=1)[CH:8]=[C:7]([O:12][CH2:13][CH2:14][N:15]1[CH2:19][CH2:18][CH2:17][CH2:16]1)[CH:6]=[CH:5]2.C([Li])CCC.C[O:26][B:27](OC)[O:28]C.[Cl-].[NH4+]. The catalyst is C1COCC1.O. The product is [N:15]1([CH2:14][CH2:13][O:12][C:7]2[CH:8]=[C:9]3[C:4](=[CH:5][CH:6]=2)[CH:3]=[C:2]([B:27]([OH:28])[OH:26])[CH:11]=[CH:10]3)[CH2:19][CH2:18][CH2:17][CH2:16]1. The yield is 0.870. (5) The reactants are [CH2:1]([O:3][C:4](=[O:17])[CH2:5][N:6]1[CH:14]=[N:13][C:12]2[C:7]1=[N:8][C:9](N)=[N:10][C:11]=2[I:15])[CH3:2].ClC(Cl)(O[C:22](=[O:28])OC(Cl)(Cl)Cl)Cl.C([N:33](CC)C(C)C)(C)C.[CH2:39]([OH:49])[C:40]1[CH:48]=[CH:47][C:46]2[O:45][CH2:44][O:43][C:42]=2[CH:41]=1. The catalyst is O1CCCC1.C(O)C.O. The product is [CH2:1]([O:3][C:4](=[O:17])[CH2:5][N:6]1[C:14]([NH2:33])=[N:13][C:12]2[C:7]1=[N:8][C:9]([C:22]([O:49][CH2:39][C:40]1[CH:48]=[CH:47][C:46]3[O:45][CH2:44][O:43][C:42]=3[CH:41]=1)=[O:28])=[N:10][C:11]=2[I:15])[CH3:2]. The yield is 0.460.